From a dataset of Catalyst prediction with 721,799 reactions and 888 catalyst types from USPTO. Predict which catalyst facilitates the given reaction. Reactant: [Cl:1][C:2]1[CH:42]=[CH:41][C:5]2[S:6][CH:7]=[C:8]([C:9]([N:11]([CH2:26][C:27]3[CH:40]=[CH:39][C:30](C(NCCC(O)=O)=O)=[CH:29][CH:28]=3)[CH2:12][CH:13]([C:20]3[CH:25]=[CH:24][CH:23]=[CH:22][CH:21]=3)[C:14]3[CH:19]=[CH:18][CH:17]=[CH:16][CH:15]=3)=[O:10])[C:4]=2[CH:3]=1.[C:43]([OH:49])([C:45](F)(F)F)=[O:44]. Product: [Cl:1][C:2]1[CH:42]=[CH:41][C:5]2[S:6][CH:7]=[C:8]([C:9]([N:11]([CH2:26][C:27]3[CH:28]=[C:29]([CH:30]=[CH:39][CH:40]=3)[C:9]([NH:11][CH2:12][CH2:45][C:43]([OH:49])=[O:44])=[O:10])[CH2:12][CH:13]([C:20]3[CH:21]=[CH:22][CH:23]=[CH:24][CH:25]=3)[C:14]3[CH:19]=[CH:18][CH:17]=[CH:16][CH:15]=3)=[O:10])[C:4]=2[CH:3]=1. The catalyst class is: 4.